Dataset: Reaction yield outcomes from USPTO patents with 853,638 reactions. Task: Predict the reaction yield, written as a fraction of the theoretical maximum amount of product (1.0 means a 100% yield; for example, 0.34 means a 34% yield). The reactants are [CH2:1]([C:3]1[CH:4]=[CH:5][C:6]([CH2:9][CH2:10][OH:11])=[N:7][CH:8]=1)[CH3:2].[OH:12]O. The catalyst is C(O)(=O)C. The product is [CH3:2][CH2:1][C:3]1[CH:4]=[CH:5][C:6]([CH2:9][CH2:10][OH:11])=[N+:7]([O-:12])[CH:8]=1. The yield is 0.810.